Dataset: Full USPTO retrosynthesis dataset with 1.9M reactions from patents (1976-2016). Task: Predict the reactants needed to synthesize the given product. (1) Given the product [CH3:1][O:2][C:3]1[C:4]([NH:18][C:21]([NH:40][C:41]2[CH:46]=[CH:45][C:44]([CH3:47])=[CH:43][CH:42]=2)=[O:30])=[CH:5][C:6]2[C:11]([CH:12]=1)=[CH:10][CH:9]=[CH:8][CH:7]=2, predict the reactants needed to synthesize it. The reactants are: [CH3:1][O:2][C:3]1[C:4](C(O)=O)=[CH:5][C:6]2[C:11]([CH:12]=1)=[CH:10][CH:9]=[CH:8][CH:7]=2.CC[N:18]([CH2:21]C)CC.C1(P(N=[N+]=[N-])(C2C=CC=CC=2)=[O:30])C=CC=CC=1.[NH2:40][C:41]1[CH:46]=[CH:45][C:44]([CH3:47])=[CH:43][CH:42]=1. (2) Given the product [CH3:24][C:10]1([O:14][C:15]2[CH:20]=[C:19]([F:21])[C:18]([F:22])=[C:17]([F:23])[CH:16]=2)[CH2:11][CH2:12][CH2:13][NH:8][C:9]1=[O:25], predict the reactants needed to synthesize it. The reactants are: COC1C=CC(C[N:8]2[CH2:13][CH2:12][CH2:11][C:10]([CH3:24])([O:14][C:15]3[CH:20]=[C:19]([F:21])[C:18]([F:22])=[C:17]([F:23])[CH:16]=3)[C:9]2=[O:25])=CC=1.[N+]([O-])([O-])=O.[NH4+].[Ce+4].[N+]([O-])([O-])=O.[N+]([O-])([O-])=O.[N+]([O-])([O-])=O.[N+]([O-])([O-])=O. (3) Given the product [Cl:8][C:6]1[CH:5]=[CH:4][C:3]([O:13][CH2:10][CH3:21])=[C:2]([N:16]2[CH:20]=[CH:19][CH:18]=[N:17]2)[CH:7]=1, predict the reactants needed to synthesize it. The reactants are: Br[C:2]1[CH:7]=[C:6]([Cl:8])[CH:5]=[CH:4][C:3]=1O.[C:10]([O-:13])([O-])=O.[Cs+].[Cs+].[NH:16]1[CH:20]=[CH:19][CH:18]=[N:17]1.[CH3:21]N(C=O)C.